From a dataset of Forward reaction prediction with 1.9M reactions from USPTO patents (1976-2016). Predict the product of the given reaction. Given the reactants [F:1][C:2]([F:17])([S:13]([O-:16])(=[O:15])=[O:14])[C:3]([F:12])([F:11])[C:4]([F:10])([F:9])[C:5]([F:8])([F:7])[F:6].[OH:18][C:19]1[CH:24]=[CH:23][C:22]([S+:25]([C:32]2[CH:37]=[CH:36][CH:35]=[CH:34][CH:33]=2)[C:26]2[CH:31]=[CH:30][CH:29]=[CH:28][CH:27]=2)=[CH:21][CH:20]=1.C(=O)([O-])[O-].[K+].[K+].CN(C)CCN(C)C.[CH:52]([O:54][CH2:55][CH2:56]Cl)=[CH2:53], predict the reaction product. The product is: [F:17][C:2]([F:1])([S:13]([O-:16])(=[O:15])=[O:14])[C:3]([F:11])([F:12])[C:4]([F:10])([F:9])[C:5]([F:8])([F:7])[F:6].[CH:52]([O:54][CH2:55][CH2:56][O:18][C:19]1[CH:24]=[CH:23][C:22]([S+:25]([C:32]2[CH:33]=[CH:34][CH:35]=[CH:36][CH:37]=2)[C:26]2[CH:31]=[CH:30][CH:29]=[CH:28][CH:27]=2)=[CH:21][CH:20]=1)=[CH2:53].